Dataset: Reaction yield outcomes from USPTO patents with 853,638 reactions. Task: Predict the reaction yield, written as a fraction of the theoretical maximum amount of product (1.0 means a 100% yield; for example, 0.34 means a 34% yield). The reactants are [N:1]1[C:14]2C(=CC=C3[C:13]=2[N:12]=[CH:11]C=C3)C=CC=1.C(=O)([O-])[O-].[K+].[K+].CN(C)C=O.[C:26]1([CH3:35])[CH:31]=[C:30]([CH3:32])[CH:29]=[C:28]([CH3:33])[C:27]=1I.C1(C)C=C(C)C=C(C)C=1Br. The catalyst is [Cu](I)I. The product is [CH3:35][C:26]1[CH:31]=[C:30]([CH3:32])[CH:29]=[C:28]([CH3:33])[C:27]=1[N:12]1[CH:13]=[CH:14][N:1]=[CH:11]1. The yield is 0.549.